From a dataset of Reaction yield outcomes from USPTO patents with 853,638 reactions. Predict the reaction yield, written as a fraction of the theoretical maximum amount of product (1.0 means a 100% yield; for example, 0.34 means a 34% yield). (1) The catalyst is CN(C=O)C.C(Cl)Cl. The product is [CH3:2][O:3][C:4]1[CH:5]=[C:6]2[C:11](=[CH:12][CH:13]=1)[CH:10]=[C:9]([C@H:14]([CH3:18])[C:15]([O:17][CH2:20][CH2:21][OH:22])=[O:16])[CH:8]=[CH:7]2. The reactants are [Na+].[CH3:2][O:3][C:4]1[CH:5]=[C:6]2[C:11](=[CH:12][CH:13]=1)[CH:10]=[C:9]([C@H:14]([CH3:18])[C:15]([O-:17])=[O:16])[CH:8]=[CH:7]2.Br[CH2:20][CH2:21][OH:22].CCOCC.CCCCCC. The yield is 0.840. (2) The reactants are [CH3:1][O:2][C:3]1[CH:20]=[CH:19][C:6]([C:7]([NH:9][C:10]2[CH:15]=[CH:14][C:13]([N+:16]([O-:18])=[O:17])=[CH:12][CH:11]=2)=O)=[CH:5][CH:4]=1.COC1C=CC(P2(SP(C3C=CC(OC)=CC=3)(=S)S2)=[S:30])=CC=1. The catalyst is ClC1C=CC=CC=1. The product is [CH3:1][O:2][C:3]1[CH:20]=[CH:19][C:6]([C:7]([NH:9][C:10]2[CH:15]=[CH:14][C:13]([N+:16]([O-:18])=[O:17])=[CH:12][CH:11]=2)=[S:30])=[CH:5][CH:4]=1. The yield is 0.774. (3) The reactants are [F:1][C:2]1[CH:7]=[CH:6][C:5]([N+:8]([O-])=O)=[CH:4][C:3]=1[C:11]1[C:12]([C:17]#[N:18])=[CH:13][CH:14]=[CH:15][CH:16]=1.O.O.[Sn](Cl)Cl. The catalyst is C1COCC1.C(O)C. The product is [NH2:8][C:5]1[CH:6]=[CH:7][C:2]([F:1])=[C:3]([C:11]2[C:12]([C:17]#[N:18])=[CH:13][CH:14]=[CH:15][CH:16]=2)[CH:4]=1. The yield is 0.690. (4) The yield is 0.450. The catalyst is C1COCC1.CCOC(C)=O.CO.O. The reactants are [CH3:1][C:2]1[CH:7]=[C:6]([C:8]2[CH:9]=[CH:10][C:11]3[N:17]4[CH2:18][C@H:14]([CH2:15][CH2:16]4)[NH:13][C:12]=3[N:19]=2)[CH:5]=[CH:4][N:3]=1.ClC(Cl)(O[C:24](=[O:30])OC(Cl)(Cl)Cl)Cl.CCN(CC)CC.[CH3:39][C:40]1[CH:41]=[C:42]([NH2:46])[CH:43]=[N:44][CH:45]=1. The product is [CH3:39][C:40]1[CH:41]=[C:42]([NH:46][C:24]([N:13]2[C@@H:14]3[CH2:18][N:17]([CH2:16][CH2:15]3)[C:11]3[CH:10]=[CH:9][C:8]([C:6]4[CH:5]=[CH:4][N:3]=[C:2]([CH3:1])[CH:7]=4)=[N:19][C:12]2=3)=[O:30])[CH:43]=[N:44][CH:45]=1. (5) The reactants are [C:1]([C:5]1[CH:6]=[C:7]([C:18]2[CH:19]=[N:20][C:21]([C:24]([F:27])([F:26])[F:25])=[CH:22][CH:23]=2)[C:8]([O:14][CH2:15][O:16][CH3:17])=[C:9]([CH:11]([OH:13])[CH3:12])[CH:10]=1)([CH3:4])([CH3:3])[CH3:2].C(=O)(O)[O-].[Na+].CC(OI1(OC(C)=O)(OC(C)=O)OC(=O)C2C=CC=CC1=2)=O.S([O-])([O-])=O.[Na+].[Na+]. The catalyst is C(Cl)Cl.[Cl-].[Na+].O.O. The product is [C:1]([C:5]1[CH:6]=[C:7]([C:18]2[CH:19]=[N:20][C:21]([C:24]([F:27])([F:25])[F:26])=[CH:22][CH:23]=2)[C:8]([O:14][CH2:15][O:16][CH3:17])=[C:9]([C:11](=[O:13])[CH3:12])[CH:10]=1)([CH3:2])([CH3:3])[CH3:4]. The yield is 1.00. (6) The reactants are Cl[CH2:2][Si:3]([CH3:33])([CH3:32])[CH2:4][CH2:5][C:6]1[C:18]2[CH2:17][N:16]3[C:11](=[CH:12][C:13]4[C@:23]([CH2:25][CH3:26])([OH:24])[C:22](=[O:27])[O:21][CH2:20][C:14]=4[C:15]3=[O:19])[C:10]=2[N:9]=[C:8]2[CH:28]=[CH:29][CH:30]=[CH:31][C:7]=12.[C:34]([O-:37])(=[O:36])[CH3:35].[K+]. No catalyst specified. The product is [CH2:25]([C@:23]1([OH:24])[C:13]2[CH:12]=[C:11]3[N:16]([C:15](=[O:19])[C:14]=2[CH2:20][O:21][C:22]1=[O:27])[CH2:17][C:18]1[C:6]([CH2:5][CH2:4][Si:3]([CH2:2][O:37][C:34](=[O:36])[CH3:35])([CH3:33])[CH3:32])=[C:7]2[CH:31]=[CH:30][CH:29]=[CH:28][C:8]2=[N:9][C:10]3=1)[CH3:26]. The yield is 0.720. (7) The reactants are [Cl:1][C:2]1[CH:31]=[CH:30][C:5]([CH2:6][NH:7][C:8]([C:10]2[C:19](=[O:20])[C:18]3[C:13](=[C:14](I)[CH:15]=[C:16]([CH2:21][N:22]4[CH2:27][CH2:26][O:25][CH2:24][CH2:23]4)[CH:17]=3)[N:12]([CH3:29])[CH:11]=2)=[O:9])=[CH:4][CH:3]=1.[CH2:32]([N:35]1[CH2:40][CH2:39][S:38](=[O:42])(=[O:41])[CH2:37][CH2:36]1)[C:33]#[CH:34].CN(C=O)C. The catalyst is N(CC)CC.Cl[Pd](Cl)([P](C1C=CC=CC=1)(C1C=CC=CC=1)C1C=CC=CC=1)[P](C1C=CC=CC=1)(C1C=CC=CC=1)C1C=CC=CC=1.[Cu]I. The product is [Cl:1][C:2]1[CH:31]=[CH:30][C:5]([CH2:6][NH:7][C:8]([C:10]2[C:19](=[O:20])[C:18]3[C:13](=[C:14]([C:34]#[C:33][CH2:32][N:35]4[CH2:36][CH2:37][S:38](=[O:42])(=[O:41])[CH2:39][CH2:40]4)[CH:15]=[C:16]([CH2:21][N:22]4[CH2:27][CH2:26][O:25][CH2:24][CH2:23]4)[CH:17]=3)[N:12]([CH3:29])[CH:11]=2)=[O:9])=[CH:4][CH:3]=1. The yield is 0.270. (8) The reactants are [CH:1]1([CH2:4][O:5][C:6]2[CH:7]=[CH:8][C:9]3[O:13][C:12]([CH:14]([NH:18][C:19]4[CH:24]=[CH:23][C:22]([C:25]([N:27]([CH3:35])[CH2:28][CH2:29][C:30]([O:32]CC)=[O:31])=[O:26])=[CH:21][CH:20]=4)[CH:15]([CH3:17])[CH3:16])=[C:11]([CH3:36])[C:10]=3[CH:37]=2)[CH2:3][CH2:2]1.[OH-].[Na+]. The catalyst is CCCCCC.C(O)C.C(O)C.O1CCCC1. The product is [CH:1]1([CH2:4][O:5][C:6]2[CH:7]=[CH:8][C:9]3[O:13][C:12]([CH:14]([NH:18][C:19]4[CH:20]=[CH:21][C:22]([C:25]([N:27]([CH3:35])[CH2:28][CH2:29][C:30]([OH:32])=[O:31])=[O:26])=[CH:23][CH:24]=4)[CH:15]([CH3:17])[CH3:16])=[C:11]([CH3:36])[C:10]=3[CH:37]=2)[CH2:2][CH2:3]1. The yield is 0.900. (9) The reactants are [C:1]([O:5][C:6]([N:8]1[CH2:12][CH2:11][CH2:10][CH:9]1[C:13]1[N:14]([CH2:19][O:20][CH2:21][CH2:22][Si:23]([CH3:26])([CH3:25])[CH3:24])[C:15](Br)=[CH:16][N:17]=1)=[O:7])([CH3:4])([CH3:3])[CH3:2].[Li]CCCC.[Cl-].[NH4+].[C:34](=O)(O)[O-:35].[Na+]. The catalyst is C1COCC1.CN(C=O)C.CCCCCC. The product is [C:1]([O:5][C:6]([N:8]1[CH2:12][CH2:11][CH2:10][CH:9]1[C:13]1[N:14]([CH2:19][O:20][CH2:21][CH2:22][Si:23]([CH3:26])([CH3:25])[CH3:24])[C:15]([CH:34]=[O:35])=[CH:16][N:17]=1)=[O:7])([CH3:4])([CH3:3])[CH3:2]. The yield is 0.450. (10) The reactants are [CH3:1][C:2]1([CH3:32])[CH2:11][CH:10]=[C:9](OS(C(F)(F)F)(=O)=O)[C:8]2[CH:7]=[C:6](/[CH:20]=[CH:21]/[C:22]3[CH:31]=[CH:30][C:25]([C:26]([O:28]C)=[O:27])=[CH:24][CH:23]=3)[CH:5]=[CH:4][C:3]1=2.[CH3:33][Si]([N-][Si](C)(C)C)(C)C.[Li+].FC(F)(F)S(N([C:56]1[CH:61]=[CH:60][CH:59]=[CH:58]N=1)S(C(F)(F)F)(=O)=O)(=O)=O.O1CC[CH2:66][CH2:65]1. The catalyst is O.C(OCC)(=O)C. The product is [CH3:1][C:2]1([CH3:32])[CH2:11][CH:33]=[C:9](/[CH:10]=[CH:56]/[C:61]2[CH:66]=[CH:65][CH:58]=[CH:59][CH:60]=2)[C:8]2[CH:7]=[C:6](/[CH:20]=[CH:21]/[C:22]3[CH:31]=[CH:30][C:25]([C:26]([OH:28])=[O:27])=[CH:24][CH:23]=3)[CH:5]=[CH:4][C:3]1=2. The yield is 0.750.